This data is from Forward reaction prediction with 1.9M reactions from USPTO patents (1976-2016). The task is: Predict the product of the given reaction. (1) Given the reactants Cl[CH2:2][C:3](=O)[C:4](=[O:6])[CH3:5].[CH:8]1([CH2:14][N:15]2[C:23]3[C:18](=[CH:19][CH:20]=[CH:21][C:22]=3[O:24][CH3:25])[C:17]([C:26](=[S:28])[NH2:27])=[CH:16]2)[CH2:13][CH2:12][CH2:11][CH2:10][CH2:9]1, predict the reaction product. The product is: [CH:8]1([CH2:14][N:15]2[C:23]3[C:18](=[CH:19][CH:20]=[CH:21][C:22]=3[O:24][CH3:25])[C:17]([C:26]3[S:28][CH:2]=[C:3]([C:4](=[O:6])[CH3:5])[N:27]=3)=[CH:16]2)[CH2:9][CH2:10][CH2:11][CH2:12][CH2:13]1. (2) Given the reactants [CH3:1][S:2]([C:5]1[CH:31]=[CH:30][C:8]([O:9][CH2:10][C:11]2[CH:16]=[CH:15][C:14]([CH:17]3[CH2:22][CH2:21][N:20]([C:23]([O:25][C:26]([CH3:29])([CH3:28])[CH3:27])=[O:24])[CH2:19][CH2:18]3)=[CH:13][N:12]=2)=[CH:7][CH:6]=1)(=[O:4])=[O:3].F[C:33](F)(F)C(O)=O.C(N(CC)CC)C.C(OC(OC(CC)(C)C)=O)(OC(CC)(C)C)=O, predict the reaction product. The product is: [CH3:1][S:2]([C:5]1[CH:6]=[CH:7][C:8]([O:9][CH2:10][C:11]2[CH:16]=[CH:15][C:14]([CH:17]3[CH2:18][CH2:19][N:20]([C:23]([O:25][C:26]([CH3:28])([CH3:27])[CH2:29][CH3:33])=[O:24])[CH2:21][CH2:22]3)=[CH:13][N:12]=2)=[CH:30][CH:31]=1)(=[O:3])=[O:4]. (3) The product is: [CH2:14]1[C@@H:15]([NH2:19])[C@@H:10]1[C:3]1[CH:4]=[CH:5][CH:6]=[CH:7][CH:8]=1. Given the reactants OC[C:3]1([C:10]2[CH:15]=[CH:14]C=CN=2)[CH2:8][CH2:7][C:6](=O)[CH2:5][CH2:4]1.C1([NH2:19])CC1.[BH-](OC(C)=O)(OC(C)=O)OC(C)=O.[Na+].C([O-])(O)=O.[Na+], predict the reaction product.